From a dataset of Full USPTO retrosynthesis dataset with 1.9M reactions from patents (1976-2016). Predict the reactants needed to synthesize the given product. (1) The reactants are: Br[C:2]1[C:11]2[NH:10][C:9](=[O:12])[C:8]3[S:13][CH:14]=[CH:15][C:7]=3[C:6]=2[C:5]([C:16]2[CH:21]=[CH:20][C:19]([CH:22]([CH3:32])[CH2:23][NH:24][C:25](=[O:31])[O:26][C:27]([CH3:30])([CH3:29])[CH3:28])=[C:18]([F:33])[CH:17]=2)=[C:4]([O:34][CH3:35])[CH:3]=1.[CH3:36]B1OB(C)OB(C)O1. Given the product [F:33][C:18]1[CH:17]=[C:16]([C:5]2[C:6]3[C:7]4[CH:15]=[CH:14][S:13][C:8]=4[C:9](=[O:12])[NH:10][C:11]=3[C:2]([CH3:36])=[CH:3][C:4]=2[O:34][CH3:35])[CH:21]=[CH:20][C:19]=1[CH:22]([CH3:32])[CH2:23][NH:24][C:25](=[O:31])[O:26][C:27]([CH3:29])([CH3:30])[CH3:28], predict the reactants needed to synthesize it. (2) Given the product [Br:10][C:7]1[C:2]([Cl:1])=[N:3][C:4]([NH2:9])=[N:5][C:6]=1[CH3:8], predict the reactants needed to synthesize it. The reactants are: [Cl:1][C:2]1[CH:7]=[C:6]([CH3:8])[N:5]=[C:4]([NH2:9])[N:3]=1.[Br:10]Br. (3) Given the product [C:1]1([C:26]2[CH:27]=[CH:28][CH:29]=[CH:30][CH:31]=2)[CH:6]=[CH:5][CH:4]=[C:3]([C:7]2[O:8][C:9]([CH3:25])=[C:10]([CH2:12][CH2:13][O:14][C:41]3[CH:40]=[CH:39][C:38]([CH2:37][C:36]([CH3:56])([O:45][C:46]4[CH:51]=[CH:50][C:49]([C:52]([CH3:55])([CH3:54])[CH3:53])=[CH:48][CH:47]=4)[C:35]([OH:57])=[O:34])=[CH:43][CH:42]=3)[N:11]=2)[CH:2]=1, predict the reactants needed to synthesize it. The reactants are: [C:1]1([C:26]2[CH:31]=[CH:30][CH:29]=[CH:28][CH:27]=2)[CH:6]=[CH:5][CH:4]=[C:3]([C:7]2[O:8][C:9]([CH3:25])=[C:10]([CH2:12][CH2:13][O:14]S(C3C=CC(C)=CC=3)(=O)=O)[N:11]=2)[CH:2]=1.C([O:34][C:35](=[O:57])[C:36]([CH3:56])([O:45][C:46]1[CH:51]=[CH:50][C:49]([C:52]([CH3:55])([CH3:54])[CH3:53])=[CH:48][CH:47]=1)[CH2:37][C:38]1[CH:43]=[CH:42][C:41](O)=[CH:40][CH:39]=1)C. (4) The reactants are: C(N(C(C)C)C(C)C)C.Cl[C:11]1[S:12][C:13]2[CH:19]=[CH:18][CH:17]=[CH:16][C:14]=2[N:15]=1.[CH2:20]([O:27][CH:28]1[CH2:31][CH:30]([NH2:32])[CH2:29]1)[C:21]1[CH:26]=[CH:25][CH:24]=[CH:23][CH:22]=1. Given the product [S:12]1[C:13]2[CH:19]=[CH:18][CH:17]=[CH:16][C:14]=2[N:15]=[C:11]1[NH:32][C@H:30]1[CH2:31][C@@H:28]([O:27][CH2:20][C:21]2[CH:26]=[CH:25][CH:24]=[CH:23][CH:22]=2)[CH2:29]1, predict the reactants needed to synthesize it.